From a dataset of Experimentally validated miRNA-target interactions with 360,000+ pairs, plus equal number of negative samples. Binary Classification. Given a miRNA mature sequence and a target amino acid sequence, predict their likelihood of interaction. (1) The miRNA is mmu-miR-675-3p with sequence CUGUAUGCCCUAACCGCUCAGU. The protein sequence of the target gene is MAKGGEALPQGSPAPVQDPHLIKVTVKTPKDKEDFSVTDTCTIQQLKEEISQRFKAHPDQLVLIFAGKILKDPDSLAQCGVRDGLTVHLVIKRQHRAMGNECPAASVPTQGPSPGSLPQPSSIYPADGPPAFSLGLLTGLSRLGLAYRGFPDQPSSLMRQHVSVPEFVTQLIDDPFIPGLLSNTGLVRQLVLDNPHMQQLIQHNPEIGHILNNPEIMRQTLEFLRNPAMMQEMIRSQDRVLSNLESIPGGYNVLCTMYTDIMDPMLNAVQEQFGGNPFATATTDNATTTTSQPSRMENCD.... Result: 0 (no interaction). (2) The protein sequence of the target gene is MDEEPERTKRWEGGYERTWEILKEDESGSLKATIEDILFKAKRKRVFEHHGQVRLGMMRHLYVVVDGSRTMEDQDLKPNRLTCTLKLLEYFVEEYFDQNPISQIGIIVTKSKRAEKLTELSGNPRKHITSLKEAVDMTCHGEPSLYNSLSMAMQTLKHMPGHTSREVLIIFSSLTTCDPSNIYDLIKTLKAAKIRVSVIGLSAEVRVCTVLARETGGTYHVILDESHYKELLTHHLSPPPASSSSECSLIRMGFPQHTIASLSDQDAKPSFSMAHLDGNTEPGLTLGGYFCPQCRAKYCE.... Result: 0 (no interaction). The miRNA is rno-miR-101a-3p with sequence UACAGUACUGUGAUAACUGAA. (3) The miRNA is hsa-let-7b-5p with sequence UGAGGUAGUAGGUUGUGUGGUU. The protein sequence of the target gene is MAEASSANLGSGCEEKRHEGSSSESVPPGTTISRVKLLDTMVDTFLQKLVAAGSYQRFTDCYKCFYQLQPAMTQQIYDKFIAQLQTSIREEISDIKEEGNLEAVLNALDKIVEEGKVRKEPAWRPSGIPEKDLHSVMAPYFLQQRDTLRRHVQKQEAENQQLADAVLAGRRQVEELQLQVQAQQQAWQALHREQRELVAVLREPE. Result: 1 (interaction). (4) The miRNA is cel-miR-75-3p with sequence UUAAAGCUACCAACCGGCUUCA. The protein sequence of the target gene is MYQGHMQKSKEQGYGKLSSDEDLEIIVDQKQGKGSRAADKAVAMVMKEIPREESAEEKPLLTMTSQLVNEQQESRPLLSPSIDDFLCETKSEAIARPVTSNTAVLTTGLDLLDLSEPVSQTQTKAKKSEPSSKTSSLKKKADGSDLISTDAEQRGQPLRVPETSSLDLDIQTQLEKWDDVKFHGDRNTKGHPMAERKSSSSRTGSKELLWSSEHRSQPELSGGKSALNSESASELELVAPTQARLTKEHRWGSALLSRNHSLEEEFERAKAAVESDTEFWDKMQAEWEEMARRNWISENQ.... Result: 0 (no interaction).